Task: Predict the product of the given reaction.. Dataset: Forward reaction prediction with 1.9M reactions from USPTO patents (1976-2016) (1) Given the reactants [CH3:1][O:2][CH2:3][C:4]1[CH:5]=[C:6]2[C:11](=[CH:12][CH:13]=1)[N:10]=[CH:9][CH:8]=[C:7]2[S:14][C:15]1([C:19]([O:21]CC)=[O:20])[CH2:18][CH2:17][CH2:16]1.O.[OH-].[Li+].Cl, predict the reaction product. The product is: [CH3:1][O:2][CH2:3][C:4]1[CH:5]=[C:6]2[C:11](=[CH:12][CH:13]=1)[N:10]=[CH:9][CH:8]=[C:7]2[S:14][C:15]1([C:19]([OH:21])=[O:20])[CH2:18][CH2:17][CH2:16]1. (2) Given the reactants [CH:1]1([CH2:4][N:5]([C:17]2[CH:28]=[C:27]3[C:29]4[C:23]([CH3:30])([CH2:24][CH2:25][CH2:26]3)[CH2:22][CH2:21][CH2:20][C:19]=4[CH:18]=2)[C:6]2[CH:16]=[CH:15][C:9]([C:10]([O:12]CC)=[O:11])=[CH:8][CH:7]=2)[CH2:3][CH2:2]1.[OH-].[Na+].Cl, predict the reaction product. The product is: [CH:1]1([CH2:4][N:5]([C:17]2[CH:18]=[C:19]3[C:29]4[C:23]([CH3:30])([CH2:22][CH2:21][CH2:20]3)[CH2:24][CH2:25][CH2:26][C:27]=4[CH:28]=2)[C:6]2[CH:7]=[CH:8][C:9]([C:10]([OH:12])=[O:11])=[CH:15][CH:16]=2)[CH2:3][CH2:2]1.